Task: Regression. Given a target protein amino acid sequence and a drug SMILES string, predict the binding affinity score between them. We predict pIC50 (pIC50 = -log10(IC50 in M); higher means more potent). Dataset: bindingdb_ic50.. Dataset: Drug-target binding data from BindingDB using IC50 measurements (1) The drug is CCO[C@H](Cc1ccc(OCC(=O)c2cccc(CO)c2)cc1)C(=O)NOC. The target is CKENALLRYLLDKDD. The pIC50 is 4.0. (2) The compound is C[C@@]1(O)[C@H](O)[C@@H](CSSC[C@H]2O[C@@H](n3cnc4c(N)ncnc43)[C@](C)(O)[C@@H]2O)O[C@H]1n1cnc2c(N)ncnc21. The target protein (P9WHV7) has sequence MTAHRSVLLVVHTGRDEATETARRVEKVLGDNKIALRVLSAEAVDRGSLHLAPDDMRAMGVEIEVVDADQHAADGCELVLVLGGDGTFLRAAELARNASIPVLGVNLGRIGFLAEAEAEAIDAVLEHVVAQDYRVEDRLTLDVVVRQGGRIVNRGWALNEVSLEKGPRLGVLGVVVEIDGRPVSAFGCDGVLVSTPTGSTAYAFSAGGPVLWPDLEAILVVPNNAHALFGRPMVTSPEATIAIEIEADGHDALVFCDGRREMLIPAGSRLEVTRCVTSVKWARLDSAPFTDRLVRKFRLPVTGWRGK. The pIC50 is 3.3. (3) The drug is C[C@@H]1C[C@H]2O[C@@H]2/C=C\C=C\C(=N/OCC(=O)NCc2cccnc2)Cc2c(Cl)c(O)cc(O)c2C(=O)O1. The target protein (Q9WUD9) has sequence MGSNKSKPKDASQRRRSLEPAENVHGAGGAFPASQTPSKPASADGHRGPNAAFVPPAAAEPKLFGGFNSSDTVTSPQRAGPLAGGVTTFVALYDYESRTETDLSFKKGERLQIVNNTEGDWWLAHSLSTGQTGYIPSNYVAPSDSIQAEEWYFGKITRRESERLLLNAENPRGTFLVRESETTKGAYCLSVSDFDNAKGLNVKHYKIRKLDSGGFYITSRTQFNSLQQLVAYYSKHADGLCHRLTTVCPTSKPQTQGLAKDAWEIPRESLRLEVKLGQGCFGEVWMGTWNGTTRVAIKTLKPGTMSPEAFLQEAQVMKKLRHEKLVQLYAVVSEEPIYIVTEYMNKGSLLDFLKGETGKYLRLPQLVDMSAQIASGMAYVERMNYVHRDLRAANILVGENLVCKVADFGLARLIEDNEYTARQGAKFPIKWTAPEAALYGRFTIKSDVWSFGILLTELTTKGRVPYPGMVNREVLDQVERGYRMPCPPECPESLHDLMCQ.... The pIC50 is 6.0. (4) The drug is CC(C)OC(=O)CSc1nc2ccccc2[nH]1. The target protein (P0C5S6) has sequence MFDFSLEAIVYAKAISLLATVAVVMMWLFYYCYRLKQKNEVIFGTHHAAYIAYSVCIIAWISSNAYFHTDLLPELGASAGMFMAKFANLASFFAFAFAYYFSCQLAAEQRKGKVHRWQQGIFVSLTVYSLFINLRPGLTVEHVDIVGPSQFIIEFGPHTSYFFIGLVSFVVLTLVNLVAMRTNSSKLTLAKTNYMIAGILVFMLSTAVIHLGMTYFMGDFSLTWLPPALSISEMLFVGYALLTSRFYSVKYIAYLALSVLLVCAIFVLPLGAIFIPLTESNQWLIAIPICALIGITWQLLYKKTSRYASFLIYGDKKTPVQQILSLEEDFKLSIDDAMRRLGKLLQIPNDKLRLVTSNYNETFYEEYLSSNRSVLVFDELSEELEYKVSAKRSMKALYDKMSSNNTALVMPLFGQGKSVTHLLISPHKSNNQMFSNEEISAVQTLLTRVQSTIEADRRIRQSRALANSIAHEMRNPLAQVQLQFEALKQHIENHAPVEQI.... The pIC50 is 4.2. (5) The pIC50 is 6.3. The small molecule is O=C(Oc1ccc(-c2ccccc2)cc1)N1CCOCC1. The target protein (Q60963) has sequence MVPLKLQALFCLLCCLPWVHPFHWQDTSSFDFRPSVMFHKLQSVMSAAGSGHSKIPKGNGSYPVGCTDLMFGYGNESVFVRLYYPAQDQGRLDTVWIPNKEYFLGLSIFLGTPSIVGNILHLLYGSLTTPASWNSPLRTGEKYPLIVFSHGLGAFRTIYSAIGIGLASNGFIVATVEHRDRSASATYFFEDQVAAKVENRSWLYLRKVKQEESESVRKEQVQQRAIECSRALSAILDIEHGDPKENVLGSAFDMKQLKDAIDETKIALMGHSFGGATVLQALSEDQRFRCGVALDPWMYPVNEELYSRTLQPLLFINSAKFQTPKDIAKMKKFYQPDKERKMITIKGSVHQNFDDFTFVTGKIIGNKLTLKGEIDSRVAIDLTNKASMAFLQKHLGLQKDFDQWDPLVEGDDENLIPGSPFDAVTQVPAQQHSPGSQTQN. (6) The small molecule is N[C@H]1CCN(C(=O)CN(CC(=O)NCc2cc(F)cc(C(F)(F)F)c2)c2ccc(Oc3ccccc3)cc2)C1. The target protein sequence is MSGYQQGGGHYNDGYGHQEHGDSFYQDEHGQAYYDHDYGDGYYDRSGYYGPDSNHNQQEGGYYDAGQPHDDYYGDHYYDQGNGQQGYDNRGRRRGDSEEDSETFSDFTMRSETARAADMDYYGRGDERYNSYADSQYGGRGYGYRPPSSQISYGANRSSGASTPVYGMDYGNALPAGQRSREPYPAWASDGQVPVSKEEIEDIFLDLVNKFGFQRDSMRNMYDHLMTMLDSRASRMTPNQALLSLHADYIGGDNANYRRWYFAAHLDLDDAVGFANMKLGKADRKTRKARKAAKKAAQQNPENVEETLEALEGDNSLEAAEYRWKTRMNKMSQHDRVRQLALFLLCWGEANQVRFLPECLCFIFKCADDYYNSPECQNRVEPVEEFTYLNEIITPLYQYCRDQGYEIVDGKYVRRERDHNQIIGYDDMNQLFWYPEGIERIALEDKTRLVDIPPAERWTKLKDVVWKKAFFKTYKETRSWFHMITNFNRIWVIHLGAFWF.... The pIC50 is 5.3.